The task is: Regression. Given two drug SMILES strings and cell line genomic features, predict the synergy score measuring deviation from expected non-interaction effect.. This data is from NCI-60 drug combinations with 297,098 pairs across 59 cell lines. (1) Drug 1: CC1=C(C(CCC1)(C)C)C=CC(=CC=CC(=CC(=O)O)C)C. Drug 2: CC1C(C(CC(O1)OC2CC(CC3=C2C(=C4C(=C3O)C(=O)C5=C(C4=O)C(=CC=C5)OC)O)(C(=O)CO)O)N)O.Cl. Cell line: MALME-3M. Synergy scores: CSS=47.8, Synergy_ZIP=0.540, Synergy_Bliss=1.74, Synergy_Loewe=-1.79, Synergy_HSA=6.33. (2) Drug 1: CC1=C(C=C(C=C1)NC(=O)C2=CC=C(C=C2)CN3CCN(CC3)C)NC4=NC=CC(=N4)C5=CN=CC=C5. Drug 2: CC1=C(N=C(N=C1N)C(CC(=O)N)NCC(C(=O)N)N)C(=O)NC(C(C2=CN=CN2)OC3C(C(C(C(O3)CO)O)O)OC4C(C(C(C(O4)CO)O)OC(=O)N)O)C(=O)NC(C)C(C(C)C(=O)NC(C(C)O)C(=O)NCCC5=NC(=CS5)C6=NC(=CS6)C(=O)NCCC[S+](C)C)O. Cell line: HOP-92. Synergy scores: CSS=17.9, Synergy_ZIP=-2.87, Synergy_Bliss=3.54, Synergy_Loewe=-12.9, Synergy_HSA=-2.42. (3) Drug 1: C1C(C(OC1N2C=NC3=C(N=C(N=C32)Cl)N)CO)O. Cell line: SR. Drug 2: CN1C(=O)N2C=NC(=C2N=N1)C(=O)N. Synergy scores: CSS=39.4, Synergy_ZIP=-4.42, Synergy_Bliss=-5.14, Synergy_Loewe=-26.5, Synergy_HSA=-3.80. (4) Drug 1: C1CCC(C1)C(CC#N)N2C=C(C=N2)C3=C4C=CNC4=NC=N3. Drug 2: C1C(C(OC1N2C=NC(=NC2=O)N)CO)O. Cell line: K-562. Synergy scores: CSS=47.8, Synergy_ZIP=-1.47, Synergy_Bliss=-0.348, Synergy_Loewe=-10.7, Synergy_HSA=1.99. (5) Drug 1: C1=NC2=C(N=C(N=C2N1C3C(C(C(O3)CO)O)O)F)N. Drug 2: C1C(C(OC1N2C=NC(=NC2=O)N)CO)O. Cell line: NCI-H522. Synergy scores: CSS=10.9, Synergy_ZIP=-5.28, Synergy_Bliss=1.04, Synergy_Loewe=0.844, Synergy_HSA=1.80.